This data is from Catalyst prediction with 721,799 reactions and 888 catalyst types from USPTO. The task is: Predict which catalyst facilitates the given reaction. (1) Reactant: [CH2:1]([O:3][C:4]([N:6]1[CH2:11][CH2:10][N:9]([C:12](=[O:43])[C@@H:13]([NH:23][C:24]([C:26]2[CH:35]=[C:34]([O:36][C@@H:37]([C:39]([OH:41])=O)[CH3:38])[C:33]3[C:28](=[CH:29][C:30]([CH3:42])=[CH:31][CH:32]=3)[N:27]=2)=[O:25])[CH2:14][CH2:15][C:16]([O:18][C:19]([CH3:22])([CH3:21])[CH3:20])=[O:17])[CH2:8][CH2:7]1)=[O:5])[CH3:2].C(Cl)CCl.FC1C(O)=C(F)C(F)=C(F)C=1F.FC(F)(F)C(O)=O.[CH:67]1([NH:71][C:72]([C@@H:74]2[CH2:78][CH2:77][CH2:76][NH:75]2)=[O:73])[CH2:70][CH2:69][CH2:68]1. Product: [CH2:1]([O:3][C:4]([N:6]1[CH2:11][CH2:10][N:9]([C:12](=[O:43])[C@@H:13]([NH:23][C:24]([C:26]2[CH:35]=[C:34]([O:36][C@H:37]([CH3:38])[C:39]([N:75]3[CH2:76][CH2:77][CH2:78][C@H:74]3[C:72](=[O:73])[NH:71][CH:67]3[CH2:68][CH2:69][CH2:70]3)=[O:41])[C:33]3[C:28](=[CH:29][C:30]([CH3:42])=[CH:31][CH:32]=3)[N:27]=2)=[O:25])[CH2:14][CH2:15][C:16]([O:18][C:19]([CH3:22])([CH3:21])[CH3:20])=[O:17])[CH2:8][CH2:7]1)=[O:5])[CH3:2]. The catalyst class is: 34. (2) Reactant: [CH3:1][O:2][C:3](=[O:18])[C:4]1[CH:9]=[CH:8][C:7]([C:10]2[C:15]([Cl:16])=[CH:14][N:13]=[C:12](F)[CH:11]=2)=[CH:6][CH:5]=1.[CH:19]([NH2:22])([CH3:21])[CH3:20]. Product: [CH3:1][O:2][C:3](=[O:18])[C:4]1[CH:9]=[CH:8][C:7]([C:10]2[C:15]([Cl:16])=[CH:14][N:13]=[C:12]([NH:22][CH:19]([CH3:21])[CH3:20])[CH:11]=2)=[CH:6][CH:5]=1. The catalyst class is: 58. (3) Product: [CH2:1]([O:8][C:9]([N:11]1[CH2:16][CH2:15][CH:14]([NH:17][C:18]([C@@H:20]2[CH2:25][CH2:24][C@@H:23]3[CH2:22][N:21]2[C:45](=[O:47])[N:26]3[O:27][CH2:28][C:29]2[CH:34]=[CH:33][CH:32]=[CH:31][CH:30]=2)=[O:19])[CH2:13][CH2:12]1)=[O:10])[C:2]1[CH:7]=[CH:6][CH:5]=[CH:4][CH:3]=1. Reactant: [CH2:1]([O:8][C:9]([N:11]1[CH2:16][CH2:15][CH:14]([NH:17][C:18]([C@@H:20]2[CH2:25][CH2:24][C@@H:23]([NH:26][O:27][CH2:28][C:29]3[CH:34]=[CH:33][CH:32]=[CH:31][CH:30]=3)[CH2:22][NH:21]2)=[O:19])[CH2:13][CH2:12]1)=[O:10])[C:2]1[CH:7]=[CH:6][CH:5]=[CH:4][CH:3]=1.C(N(C(C)C)CC)(C)C.Cl[C:45](Cl)([O:47]C(=O)OC(Cl)(Cl)Cl)Cl.P(=O)(O)(O)O. The catalyst class is: 2. (4) Reactant: [C:1]([O:5][C:6]([N:8]1[CH2:12][C@@H:11]([NH:13][C:14]2[N:22]=[CH:21][N:20]=[C:19]3[C:15]=2[N:16]=[C:17]([C:25]2[CH:26]=[N:27][C:28]([CH3:31])=[N:29][CH:30]=2)[N:18]3[CH2:23][CH3:24])[CH2:10][C@@H:9]1[C:32]([OH:34])=O)=[O:7])([CH3:4])([CH3:3])[CH3:2].CCN(CC)CC.ClC(OCC)=O.O.[NH2:49][NH2:50]. Product: [CH2:23]([N:18]1[C:17]([C:25]2[CH:26]=[N:27][C:28]([CH3:31])=[N:29][CH:30]=2)=[N:16][C:15]2[C:19]1=[N:20][CH:21]=[N:22][C:14]=2[NH:13][C@@H:11]1[CH2:12][N:8]([C:6]([O:5][C:1]([CH3:4])([CH3:3])[CH3:2])=[O:7])[C@@H:9]([C:32]([NH:49][NH2:50])=[O:34])[CH2:10]1)[CH3:24]. The catalyst class is: 1. (5) Product: [Br:33][CH:20]([C:15]1[CH:16]=[C:17]2[C:12](=[CH:13][CH:14]=1)[C:11]([C:23]([F:26])([F:25])[F:24])=[C:10]([O:9][C@H:6]1[CH2:7][CH2:8][C@@H:3]([CH2:1][CH3:2])[CH2:4][CH2:5]1)[CH:19]=[CH:18]2)[CH3:21]. The catalyst class is: 13. Reactant: [CH2:1]([C@@H:3]1[CH2:8][CH2:7][C@H:6]([O:9][C:10]2[C:11]([C:23]([F:26])([F:25])[F:24])=[C:12]3[C:17](=[CH:18][CH:19]=2)[CH:16]=[C:15]([CH:20](O)[CH3:21])[CH:14]=[CH:13]3)[CH2:5][CH2:4]1)[CH3:2].O1CCCC1.P(Br)(Br)[Br:33].C(Cl)Cl. (6) Reactant: [Cl:1][C:2]1[CH:8]=[CH:7][C:5]([NH2:6])=[CH:4][CH:3]=1.C[Al](C)C.[F:13][C:14]1[CH:19]=[CH:18][C:17]([N:20]([CH2:22][C:23]#[N:24])[CH3:21])=[CH:16][CH:15]=1. Product: [Cl:1][C:2]1[CH:8]=[CH:7][C:5]([NH:6][C:23](=[NH:24])[CH2:22][N:20]([C:17]2[CH:18]=[CH:19][C:14]([F:13])=[CH:15][CH:16]=2)[CH3:21])=[CH:4][CH:3]=1. The catalyst class is: 11. (7) Reactant: [NH:1]1[C:9]2[C:4](=[CH:5][CH:6]=[C:7]([CH:10]=O)[CH:8]=2)[CH:3]=[CH:2]1.[CH3:12][NH2:13].[BH4-].[Na+].O. Product: [NH:1]1[C:9]2[C:4](=[CH:5][CH:6]=[C:7]([CH2:10][NH:13][CH3:12])[CH:8]=2)[CH:3]=[CH:2]1. The catalyst class is: 5.